This data is from Catalyst prediction with 721,799 reactions and 888 catalyst types from USPTO. The task is: Predict which catalyst facilitates the given reaction. Reactant: [CH3:1][O:2][C:3](=[O:12])[C:4]1[CH:9]=[CH:8][C:7]([NH2:10])=[C:6]([CH3:11])[CH:5]=1.Cl[C:14](Cl)([O:16]C(=O)OC(Cl)(Cl)Cl)Cl.CCN(CC)CC. Product: [CH3:1][O:2][C:3](=[O:12])[C:4]1[CH:9]=[CH:8][C:7]([N:10]=[C:14]=[O:16])=[C:6]([CH3:11])[CH:5]=1. The catalyst class is: 2.